From a dataset of Forward reaction prediction with 1.9M reactions from USPTO patents (1976-2016). Predict the product of the given reaction. (1) Given the reactants [NH2:1][C:2]1[CH:3]=[C:4]([NH:13][C:14](=[O:16])[CH3:15])[CH:5]=[CH:6][C:7]=1[NH:8][CH:9]1[CH2:12][CH2:11][CH2:10]1.Cl.[CH2:18](OC(OCC)OCC)C, predict the reaction product. The product is: [CH:9]1([N:8]2[C:7]3[CH:6]=[CH:5][C:4]([NH:13][C:14](=[O:16])[CH3:15])=[CH:3][C:2]=3[N:1]=[CH:18]2)[CH2:10][CH2:11][CH2:12]1. (2) Given the reactants [Cl:1][C:2]1[CH:7]=[CH:6][C:5]([C:8]2[CH:9]=[C:10]([NH2:20])[CH:11]=[N:12][C:13]=2[O:14][CH2:15][C:16]([F:19])([F:18])[F:17])=[CH:4][CH:3]=1.[CH3:21][C:22]1[CH:23]=[C:24]([C:28](O)=[O:29])[CH:25]=[N:26][CH:27]=1, predict the reaction product. The product is: [Cl:1][C:2]1[CH:3]=[CH:4][C:5]([C:8]2[CH:9]=[C:10]([NH:20][C:28](=[O:29])[C:24]3[CH:23]=[C:22]([CH3:21])[CH:27]=[N:26][CH:25]=3)[CH:11]=[N:12][C:13]=2[O:14][CH2:15][C:16]([F:17])([F:18])[F:19])=[CH:6][CH:7]=1. (3) Given the reactants [OH:1][C:2]1[CH:10]=[CH:9][C:8]([OH:11])=[CH:7][C:3]=1[C:4]([OH:6])=[O:5].Br[CH2:13][CH2:14][CH2:15][CH2:16][CH2:17][CH2:18][CH3:19].C(#N)C, predict the reaction product. The product is: [OH:1][C:2]1[CH:10]=[CH:9][C:8]([OH:11])=[CH:7][C:3]=1[C:4]([O:6][CH2:13][CH2:14][CH2:15][CH2:16][CH2:17][CH2:18][CH3:19])=[O:5]. (4) Given the reactants C([O:8][N:9]([CH2:12][C@@H:13]([CH2:17][CH2:18][CH2:19][CH3:20])[C:14](O)=[O:15])[CH:10]=[O:11])C1C=CC=CC=1.[NH:21]1[CH2:25][CH2:24][CH2:23][C@H:22]1[C:26]1[N:30]([CH2:31][CH2:32][OH:33])[C:29]2[CH:34]=[CH:35][CH:36]=[CH:37][C:28]=2[N:27]=1, predict the reaction product. The product is: [OH:8][N:9]([CH2:12][C@H:13]([C:14]([N:21]1[CH2:25][CH2:24][CH2:23][C@H:22]1[C:26]1[N:30]([CH2:31][CH2:32][OH:33])[C:29]2[CH:34]=[CH:35][CH:36]=[CH:37][C:28]=2[N:27]=1)=[O:15])[CH2:17][CH2:18][CH2:19][CH3:20])[CH:10]=[O:11]. (5) Given the reactants Cl.[CH3:2][S:3]([CH:6]1[CH2:15][CH2:14][C:9]2(OCC[O:10]2)[CH2:8][CH2:7]1)(=[O:5])=[O:4], predict the reaction product. The product is: [CH3:2][S:3]([CH:6]1[CH2:15][CH2:14][C:9](=[O:10])[CH2:8][CH2:7]1)(=[O:4])=[O:5].